This data is from Peptide-MHC class I binding affinity with 185,985 pairs from IEDB/IMGT. The task is: Regression. Given a peptide amino acid sequence and an MHC pseudo amino acid sequence, predict their binding affinity value. This is MHC class I binding data. (1) The peptide sequence is AERGPGQML. The MHC is HLA-B15:01 with pseudo-sequence HLA-B15:01. The binding affinity (normalized) is 0.347. (2) The peptide sequence is CLSDEINHV. The MHC is HLA-A26:01 with pseudo-sequence HLA-A26:01. The binding affinity (normalized) is 0.0847. (3) The peptide sequence is ESSVKEKDM. The MHC is HLA-A03:01 with pseudo-sequence HLA-A03:01. The binding affinity (normalized) is 0.0847. (4) The peptide sequence is FQKDAKVLF. The MHC is HLA-A01:01 with pseudo-sequence HLA-A01:01. The binding affinity (normalized) is 0.0847. (5) The peptide sequence is PLWESATEV. The MHC is HLA-B07:02 with pseudo-sequence HLA-B07:02. The binding affinity (normalized) is 0.0847. (6) The peptide sequence is TQRKKTLGF. The MHC is HLA-B08:01 with pseudo-sequence HLA-B08:01. The binding affinity (normalized) is 0.455. (7) The peptide sequence is SLNFLGGTTV. The MHC is HLA-A02:03 with pseudo-sequence HLA-A02:03. The binding affinity (normalized) is 0.937. (8) The peptide sequence is RDLLDTASAL. The MHC is Patr-B2401 with pseudo-sequence Patr-B2401. The binding affinity (normalized) is 0.274. (9) The peptide sequence is CIVAAVIIM. The MHC is HLA-A02:01 with pseudo-sequence HLA-A02:01. The binding affinity (normalized) is 0.320. (10) The peptide sequence is NPAWRKAVF. The MHC is HLA-B54:01 with pseudo-sequence HLA-B54:01. The binding affinity (normalized) is 0.443.